Dataset: Forward reaction prediction with 1.9M reactions from USPTO patents (1976-2016). Task: Predict the product of the given reaction. (1) Given the reactants C1N=CN([C:6](N2C=NC=C2)=[O:7])C=1.[C:13]([C:17]1[CH:21]=[C:20]([NH2:22])[N:19]([C:23]2[CH:28]=[CH:27][C:26]([CH3:29])=[CH:25][CH:24]=2)[N:18]=1)([CH3:16])([CH3:15])[CH3:14].[NH2:30][C:31]1[C:40]2[C:35](=[CH:36][CH:37]=[CH:38][CH:39]=2)[C:34]([O:41][C:42]2[CH:47]=[CH:46][N:45]=[C:44]([NH:48][C:49](=[O:53])[CH2:50][O:51][CH3:52])[CH:43]=2)=[CH:33][CH:32]=1.CO, predict the reaction product. The product is: [C:13]([C:17]1[CH:21]=[C:20]([NH:22][C:6](=[O:7])[NH:30][C:31]2[C:40]3[C:35](=[CH:36][CH:37]=[CH:38][CH:39]=3)[C:34]([O:41][C:42]3[CH:47]=[CH:46][N:45]=[C:44]([NH:48][C:49](=[O:53])[CH2:50][O:51][CH3:52])[CH:43]=3)=[CH:33][CH:32]=2)[N:19]([C:23]2[CH:24]=[CH:25][C:26]([CH3:29])=[CH:27][CH:28]=2)[N:18]=1)([CH3:16])([CH3:15])[CH3:14]. (2) Given the reactants Br[C:2]1[CH:9]=[N:8][CH:7]=[C:6]([N:10]2[CH2:22][CH2:21][N:13]3[C:14]4[CH2:15][CH2:16][CH2:17][CH2:18][C:19]=4[CH:20]=[C:12]3[C:11]2=[O:23])[C:3]=1[CH:4]=[O:5].[CH3:24][N:25]1[CH:30]=[C:29](B2OC(C)(C)C(C)(C)O2)[CH:28]=[C:27]([NH:40][C:41]2[CH:46]=[CH:45][C:44]([N:47]3[CH2:52][CH2:51][N:50]([CH3:53])[CH2:49][CH2:48]3)=[CH:43][N:42]=2)[C:26]1=[O:54].[O-]P([O-])([O-])=O.[K+].[K+].[K+].CC([O-])=O.[Na+], predict the reaction product. The product is: [CH3:24][N:25]1[C:26](=[O:54])[C:27]([NH:40][C:41]2[CH:46]=[CH:45][C:44]([N:47]3[CH2:52][CH2:51][N:50]([CH3:53])[CH2:49][CH2:48]3)=[CH:43][N:42]=2)=[CH:28][C:29]([C:2]2[CH:9]=[N:8][CH:7]=[C:6]([N:10]3[CH2:22][CH2:21][N:13]4[C:14]5[CH2:15][CH2:16][CH2:17][CH2:18][C:19]=5[CH:20]=[C:12]4[C:11]3=[O:23])[C:3]=2[CH:4]=[O:5])=[CH:30]1. (3) Given the reactants Cl[C:2]1[N:3]=[N:4][C:5]([Cl:21])=[C:6]([NH:8][C:9]2[CH:14]=[CH:13][CH:12]=[CH:11][C:10]=2[S:15]([CH:18]([CH3:20])[CH3:19])(=[O:17])=[O:16])[N:7]=1.[CH3:22][P:23]([C:26]1[CH:32]=[CH:31][C:29]([NH2:30])=[C:28]([CH3:33])[CH:27]=1)([CH3:25])=[O:24].C12(CS(O)(=O)=O)C(C)(C)C(CC1)CC2=O, predict the reaction product. The product is: [Cl:21][C:5]1[N:4]=[N:3][C:2]([NH:30][C:29]2[CH:31]=[CH:32][C:26]([P:23]([CH3:25])([CH3:22])=[O:24])=[CH:27][C:28]=2[CH3:33])=[N:7][C:6]=1[NH:8][C:9]1[CH:14]=[CH:13][CH:12]=[CH:11][C:10]=1[S:15]([CH:18]([CH3:20])[CH3:19])(=[O:17])=[O:16].